Task: Predict the reaction yield, written as a fraction of the theoretical maximum amount of product (1.0 means a 100% yield; for example, 0.34 means a 34% yield).. Dataset: Reaction yield outcomes from USPTO patents with 853,638 reactions (1) The reactants are [C:1]([O:5][C:6]([N:8]1[CH2:13][CH2:12][C:11]([C:17]([C:19]2[N:20](S(C3C=CC=CC=3)(=O)=O)[C:21]3[C:26]([CH:27]=2)=[CH:25][C:24]([F:28])=[CH:23][CH:22]=3)=[O:18])([CH2:14][CH2:15][CH3:16])[CH2:10][CH2:9]1)=[O:7])([CH3:4])([CH3:3])[CH3:2].[OH-].[Na+]. The catalyst is CO. The product is [C:1]([O:5][C:6]([N:8]1[CH2:9][CH2:10][C:11]([C:17]([C:19]2[NH:20][C:21]3[C:26]([CH:27]=2)=[CH:25][C:24]([F:28])=[CH:23][CH:22]=3)=[O:18])([CH2:14][CH2:15][CH3:16])[CH2:12][CH2:13]1)=[O:7])([CH3:2])([CH3:3])[CH3:4]. The yield is 0.760. (2) The reactants are [NH2:1][CH2:2][C:3]1[C:4]([CH3:13])=[CH:5][C:6]([CH2:11][OH:12])=[N:7][C:8]=1[O:9][CH3:10].[Br:14][C:15]1[CH:16]=[C:17]([C:28](O)=[O:29])[C:18]2[C:19]([CH3:27])=[CH:20][N:21]([CH:24]([CH3:26])[CH3:25])[C:22]=2[CH:23]=1.C1C=NC2N(O)N=NC=2C=1.C(Cl)CCl. The catalyst is ClCCl.CN(C=O)C.CCOC(C)=O. The product is [Br:14][C:15]1[CH:16]=[C:17]([C:28]([NH:1][CH2:2][C:3]2[C:8]([O:9][CH3:10])=[N:7][C:6]([CH2:11][OH:12])=[CH:5][C:4]=2[CH3:13])=[O:29])[C:18]2[C:19]([CH3:27])=[CH:20][N:21]([CH:24]([CH3:25])[CH3:26])[C:22]=2[CH:23]=1. The yield is 1.00. (3) The reactants are [C:1]([N:5]1[C:9](=[O:10])[C:8](Cl)=[C:7]([C:12]2[CH:17]=[CH:16][CH:15]=[CH:14][CH:13]=2)[S:6]1(=[O:19])=[O:18])([CH3:4])([CH3:3])[CH3:2].[NH2:20][CH2:21][CH2:22][C:23]1[CH:30]=[CH:29][C:26]([C:27]#[N:28])=[CH:25][CH:24]=1. The catalyst is CN(C=O)C. The product is [C:1]([N:5]1[C:9](=[O:10])[C:8]([NH:20][CH2:21][CH2:22][C:23]2[CH:30]=[CH:29][C:26]([C:27]#[N:28])=[CH:25][CH:24]=2)=[C:7]([C:12]2[CH:17]=[CH:16][CH:15]=[CH:14][CH:13]=2)[S:6]1(=[O:19])=[O:18])([CH3:4])([CH3:3])[CH3:2]. The yield is 0.160.